This data is from Forward reaction prediction with 1.9M reactions from USPTO patents (1976-2016). The task is: Predict the product of the given reaction. Given the reactants [Br:1][C:2]1[C:3]([F:29])=[CH:4][C:5]2[CH:11]3[CH2:12][CH:9]([CH2:10]3)[N:8]3[C:13]([CH:20]([OH:27])[C:21]4[N:25]([CH3:26])[N:24]=[CH:23][CH:22]=4)=[C:14]([C:16]([O:18]C)=O)[N:15]=[C:7]3[C:6]=2[CH:28]=1.C[O-].[Na+].C([NH2:35])=O, predict the reaction product. The product is: [Br:1][C:2]1[C:3]([F:29])=[CH:4][C:5]2[CH:11]3[CH2:12][CH:9]([CH2:10]3)[N:8]3[C:13]([CH:20]([OH:27])[C:21]4[N:25]([CH3:26])[N:24]=[CH:23][CH:22]=4)=[C:14]([C:16]([NH2:35])=[O:18])[N:15]=[C:7]3[C:6]=2[CH:28]=1.